Dataset: Reaction yield outcomes from USPTO patents with 853,638 reactions. Task: Predict the reaction yield, written as a fraction of the theoretical maximum amount of product (1.0 means a 100% yield; for example, 0.34 means a 34% yield). (1) The reactants are [C:1]1([C:7](=O)[CH2:8][C:9]2[CH:14]=[CH:13][CH:12]=[CH:11][CH:10]=2)[CH:6]=[CH:5][CH:4]=[CH:3][CH:2]=1.[NH2:16][C:17]([NH2:19])=[O:18].[CH3:20][O:21][C:22]1[CH:29]=[CH:28][C:25]([CH:26]=O)=[CH:24][CH:23]=1.Cl. The catalyst is CCO. The product is [CH3:20][O:21][C:22]1[CH:29]=[CH:28][C:25]([CH:26]2[C:8]([C:9]3[CH:14]=[CH:13][CH:12]=[CH:11][CH:10]=3)=[C:7]([C:1]3[CH:6]=[CH:5][CH:4]=[CH:3][CH:2]=3)[NH:19][C:17](=[O:18])[NH:16]2)=[CH:24][CH:23]=1. The yield is 0.220. (2) The reactants are [CH3:1][C:2]1[CH:7]=[CH:6][N:5]=[C:4]([S:8][CH3:9])[N:3]=1.C([O:12][C:13](=O)[C:14]1[CH:19]=[CH:18][C:17]([F:20])=[CH:16][CH:15]=1)C.C[Si]([N-][Si](C)(C)C)(C)C.[Li+].O. The catalyst is O1CCCC1. The product is [F:20][C:17]1[CH:18]=[CH:19][C:14]([C:13](=[O:12])[CH2:1][C:2]2[CH:7]=[CH:6][N:5]=[C:4]([S:8][CH3:9])[N:3]=2)=[CH:15][CH:16]=1. The yield is 0.830. (3) The reactants are [H-].[Na+].[CH2:3]([O:5][C:6]1[C:11]([C:12]2([OH:23])[C:20]3[C:15](=[CH:16][CH:17]=[C:18]([I:21])[CH:19]=3)[NH:14][C:13]2=[O:22])=[CH:10][CH:9]=[CH:8][N:7]=1)[CH3:4].[CH3:24][O:25][C:26]1[CH:31]=[C:30]([O:32][CH3:33])[CH:29]=[CH:28][C:27]=1[S:34](Cl)(=[O:36])=[O:35].O. The catalyst is CN(C=O)C.C(OCC)C. The product is [CH3:24][O:25][C:26]1[CH:31]=[C:30]([O:32][CH3:33])[CH:29]=[CH:28][C:27]=1[S:34]([N:14]1[C:15]2[C:20](=[CH:19][C:18]([I:21])=[CH:17][CH:16]=2)[C:12]([C:11]2[C:6]([O:5][CH2:3][CH3:4])=[N:7][CH:8]=[CH:9][CH:10]=2)([OH:23])[C:13]1=[O:22])(=[O:35])=[O:36]. The yield is 0.450. (4) The reactants are [CH:1]1([CH:11]2[CH2:13][CH2:12]2)[CH2:3][CH:2]1[CH:4]1[CH2:9][CH2:8][CH2:7][CH2:6][CH:5]1[NH2:10].C(=O)([O-])[O-].[K+].[K+].[F:20][CH:21]([F:32])[C:22]1[C:26]([C:27](Cl)=[O:28])=[C:25]([F:30])[N:24]([CH3:31])[N:23]=1. The catalyst is C(#N)C. The product is [CH:1]1([CH:11]2[CH2:13][CH2:12]2)[CH2:3][CH:2]1[CH:4]1[CH2:9][CH2:8][CH2:7][CH2:6][CH:5]1[NH:10][C:27]([C:26]1[C:22]([CH:21]([F:32])[F:20])=[N:23][N:24]([CH3:31])[C:25]=1[F:30])=[O:28]. The yield is 0.330. (5) The reactants are [CH3:1][C:2]([O-])(C)[CH3:3].[K+].[CH3:7][C:8]1[CH:13]=[CH:12][C:11](/[CH:14]=[C:15](\[CH3:18])/[CH2:16][OH:17])=[CH:10][CH:9]=1.C(Br)C=C. The catalyst is C1COCC1.[I-].C([N+](CCCC)(CCCC)CCCC)CCC. The product is [CH2:3]([O:17][CH2:16]/[C:15](/[CH3:18])=[CH:14]/[C:11]1[CH:12]=[CH:13][C:8]([CH3:7])=[CH:9][CH:10]=1)[CH:2]=[CH2:1]. The yield is 0.930. (6) The reactants are [CH2:1]([N:5]([CH2:29][CH2:30][CH2:31][CH3:32])[C:6]1[CH:11]=[CH:10][C:9]([CH:12]=[CH:13][C:14]2[S:18][C:17]([CH:19]=[O:20])=[CH:16][CH:15]=2)=[C:8]([O:21][Si](C(C)(C)C)(C)C)[CH:7]=1)[CH2:2][CH2:3][CH3:4].[F-].C([N+](CCCC)(CCCC)CCCC)CCC.O.C(OCC)(=O)C. The catalyst is O1CCCC1. The product is [CH2:29]([N:5]([CH2:1][CH2:2][CH2:3][CH3:4])[C:6]1[CH:11]=[CH:10][C:9]([CH:12]=[CH:13][C:14]2[S:18][C:17]([CH:19]=[O:20])=[CH:16][CH:15]=2)=[C:8]([OH:21])[CH:7]=1)[CH2:30][CH2:31][CH3:32]. The yield is 0.899. (7) The reactants are [S:1](=[C:4]1[N:9]([C:10]([N:12]2[CH2:17][CH2:16][O:15][CH2:14][CH2:13]2)=[O:11])[CH2:8][CH2:7][NH:6][C@@H:5]1[C:18]([O-:20])=O)(=[O:3])=[O:2].[NH2:21]O.Cl. The catalyst is CN(C=O)C. The product is [S:1](=[C:4]1[N:9]([C:10]([N:12]2[CH2:13][CH2:14][O:15][CH2:16][CH2:17]2)=[O:11])[CH2:8][CH2:7][NH:6][C@@H:5]1[C:18]([NH2:21])=[O:20])(=[O:2])=[O:3]. The yield is 0.590.